This data is from Microsomal clearance measurements from AstraZeneca. The task is: Regression/Classification. Given a drug SMILES string, predict its absorption, distribution, metabolism, or excretion properties. Task type varies by dataset: regression for continuous measurements (e.g., permeability, clearance, half-life) or binary classification for categorical outcomes (e.g., BBB penetration, CYP inhibition). For this dataset (clearance_microsome_az), we predict log10(clearance) (log10 of the in vitro intrinsic clearance, CLint, in uL/min per mg of human liver microsomal protein, equivalently mL/min/g; values are censored to the assay range of 3 to 150, which is 0.477 to 2.18 on this log10 scale). (1) The drug is O=C(Nc1ccccc1)c1ccc2cccc(O)c2n1. The log10(clearance) is 2.18. (2) The molecule is NC(=O)c1ccc(N(C(N)=O)c2c(F)cccc2F)nc1-c1ccc(F)cc1F. The log10(clearance) is 0.710. (3) The molecule is O=C(O)[C@@H](Cc1ccccc1)N1CCC(CN2CCC(Oc3ccc(Cl)c(Cl)c3)CC2)CC1. The log10(clearance) is 0.480.